Dataset: Experimentally validated miRNA-target interactions with 360,000+ pairs, plus equal number of negative samples. Task: Binary Classification. Given a miRNA mature sequence and a target amino acid sequence, predict their likelihood of interaction. (1) The miRNA is rno-miR-152-3p with sequence UCAGUGCAUGACAGAACUUGG. The protein sequence of the target gene is MKKHRRALALVSCLFLCSLVWLPSWRVCCKESSSASASSYYSQDDNCALENEDVQFQKKDEREGPINAESLGKSGSNLPISPKEHKLKDDSIVDVQNTESKKLSPPVVETLPTVDLHEESSNAVVDSETVENISSSSTSEITPISKLDEIEKSGTIPIAKPSETEQSETDCDVGEALDASAPIEQPSFVSPPDSLVGQHIENVSSSHGKGKITKSEFESKVSASEQGGGDPKSALNASDNLKNESSDYTKPGDIDPTSVASPKDPEDIPTFDEWKKKVMEVEKEKSQSMHASSNGGSHAT.... Result: 0 (no interaction). (2) The miRNA is hsa-miR-4428 with sequence CAAGGAGACGGGAACAUGGAGC. The protein sequence of the target gene is MSSHKGSVVAQGNGAPASNREADTVELAELGPLLEEKGKRVIANPPKAEEEQTCPVPQEEEEEVRVLTLPLQAHHAMEKMEEFVYKVWEGRWRVIPYDVLPDWLKDNDYLLHGHRPPMPSFRACFKSIFRIHTETGNIWTHLLGFVLFLFLGILTMLRPNMYFMAPLQEKVVFGMFFLGAVLCLSFSWLFHTVYCHSEKVSRTFSKLDYSGIALLIMGSFVPWLYYSFYCSPQPRLIYLSIVCVLGISAIIVAQWDRFATPKHRQTRAGVFLGLGLSGVVPTMHFTIAEGFVKATTVGQM.... Result: 0 (no interaction). (3) The miRNA is hsa-miR-16-1-3p with sequence CCAGUAUUAACUGUGCUGCUGA. The protein sequence of the target gene is MKPAMETAAEENTEQSQERKGCFECCIKCLGGVPYASLVATILCFSGVALFCGCGHVALAGTVAILEQHFSTNASDHALLSEVIQLMQYVIYGIASFFFLYGIILLAEGFYTTSAVKELHGEFKTTACGRCISGMFVFLTYVLGVAWLGVFGFSAVPVFMFYNIWSTCEVIKSPQTNGTTGVEQICVDIRQYGIIPWNAFPGKICGSALENICNTNEFYMSYHLFIVACAGAGATVIALLIYMMATTYNYAVLKFKSREDCCTKF. Result: 0 (no interaction). (4) Result: 0 (no interaction). The miRNA is hsa-miR-760 with sequence CGGCUCUGGGUCUGUGGGGA. The protein sequence of the target gene is MFLVNSFLKGGGGGGGGGGLGGGLGNVLGGLISGAAGGGGGGGGGGMGLGGGGGGGGTAMRILGGVISAISEAAAQYNPEPPPPRSHYSNIEANESEEVRQFRKLFVQLAGDDMEVSATELMNILNKVVTRHPDLKTDGFGIDTCRSMVAVMDSDTTGKLGFEEFKYLWNNIKKWQAIYKRFDTDRSGTIGSHELPGAFEAAGFHLNEHLYSMIIRRYADESGNMDFDNFISCLVRLDAMFRAFKSLDKNGTGQIQVNIQEWLQLTMYS. (5) The miRNA is hsa-miR-875-3p with sequence CCUGGAAACACUGAGGUUGUG. The protein sequence of the target gene is MLVVEVANGRSLVWGAEAVQALRERLGVGGRTVGALPRGPRQNSRLGLPLLLMPEEARLLAEIGAVTLVSAPRPDSRHHSLALTSFKRQQEESFQEQSALAAEARETRRQELLEKITEGQAAKKQKLEQASGASSSQEAGSSQAAKEDETSDGQASGEQEEAGPSSSQAGPSNGVAPLPRSALLVQLATARPRPVKARPLDWRVQSKDWPHAGRPAHELRYSIYRDLWERGFFLSAAGKFGGDFLVYPGDPLRFHAHYIAQCWAPEDTIPLQDLVAAGRLGTSVRKTLLLCSPQPDGKVV.... Result: 0 (no interaction). (6) The miRNA is hsa-miR-6842-3p with sequence UUGGCUGGUCUCUGCUCCGCAG. The protein sequence of the target gene is MAHTAAERPPEETLSLWKGEQARLKARVVDRDTEAWQRDPSFSGLQKVGGVDVSFVKGDSVRACASLVVLSYPELKVVYEDSRMVGLKAPYVSGFLAFREVPFLVELVQRLQEKEPDLMPQVVLVDGNGVLHQRGFGVACHLGVLTELPCIGVAKKLLQVDGLENNALHKEKIVLLQAGGDTFPLIGSSGTVLGMALRSHDHSTKPLYVSVGHRISLEVAVRLTHHCCRFRIPEPIRQADIRSREYIRRTLGQLGVAPAQRKDRSQKEQRPNACPQGGPGALADQGRPPECDGRDSSSDR.... Result: 0 (no interaction). (7) The miRNA is mmu-miR-3102-5p with sequence GUGAGUGGCCAGGGUGGGGCUG. The protein sequence of the target gene is MGLRDWLRTVCCCCGCECLEERALPEKEPLVSDNNPYSSFGATLVRDDEKNLWSMPHDVSHTEADDDRTLYNLIVIRNQQAKDSEEWQKLNYDIHTLRQVRREVRNRWKCILEDLGFQKEADSLLSVTKLSTISDSKNTRKAREMLLKLAEETNIFPTSWELSERYLFVVDRLIALDAAEEFFKLARRTYPKKPGVPCLADGQKELHYLPFPSP. Result: 0 (no interaction).